Dataset: NCI-60 drug combinations with 297,098 pairs across 59 cell lines. Task: Regression. Given two drug SMILES strings and cell line genomic features, predict the synergy score measuring deviation from expected non-interaction effect. (1) Drug 1: CN(C)N=NC1=C(NC=N1)C(=O)N. Drug 2: CCC(=C(C1=CC=CC=C1)C2=CC=C(C=C2)OCCN(C)C)C3=CC=CC=C3.C(C(=O)O)C(CC(=O)O)(C(=O)O)O. Cell line: NCI-H460. Synergy scores: CSS=11.8, Synergy_ZIP=-4.84, Synergy_Bliss=1.45, Synergy_Loewe=0.253, Synergy_HSA=0.517. (2) Drug 1: C1=NC2=C(N=C(N=C2N1C3C(C(C(O3)CO)O)O)F)N. Drug 2: C1CC(=O)NC(=O)C1N2C(=O)C3=CC=CC=C3C2=O. Cell line: SF-295. Synergy scores: CSS=-8.17, Synergy_ZIP=2.92, Synergy_Bliss=-1.18, Synergy_Loewe=-6.05, Synergy_HSA=-6.03.